From a dataset of NCI-60 drug combinations with 297,098 pairs across 59 cell lines. Regression. Given two drug SMILES strings and cell line genomic features, predict the synergy score measuring deviation from expected non-interaction effect. (1) Drug 1: C1CC(=O)NC(=O)C1N2C(=O)C3=CC=CC=C3C2=O. Drug 2: COC1=C2C(=CC3=C1OC=C3)C=CC(=O)O2. Cell line: 786-0. Synergy scores: CSS=2.42, Synergy_ZIP=6.54, Synergy_Bliss=3.70, Synergy_Loewe=2.17, Synergy_HSA=1.99. (2) Drug 1: CC(C)NC(=O)C1=CC=C(C=C1)CNNC.Cl. Drug 2: C1CNP(=O)(OC1)N(CCCl)CCCl. Cell line: A549. Synergy scores: CSS=-2.42, Synergy_ZIP=-0.883, Synergy_Bliss=-4.98, Synergy_Loewe=-4.86, Synergy_HSA=-5.80. (3) Drug 1: CCC1(CC2CC(C3=C(CCN(C2)C1)C4=CC=CC=C4N3)(C5=C(C=C6C(=C5)C78CCN9C7C(C=CC9)(C(C(C8N6C)(C(=O)OC)O)OC(=O)C)CC)OC)C(=O)OC)O.OS(=O)(=O)O. Drug 2: CN(CCCl)CCCl.Cl. Cell line: TK-10. Synergy scores: CSS=11.9, Synergy_ZIP=-2.03, Synergy_Bliss=-4.28, Synergy_Loewe=-5.24, Synergy_HSA=-1.79. (4) Drug 1: CS(=O)(=O)OCCCCOS(=O)(=O)C. Drug 2: COCCOC1=C(C=C2C(=C1)C(=NC=N2)NC3=CC=CC(=C3)C#C)OCCOC.Cl. Cell line: KM12. Synergy scores: CSS=1.54, Synergy_ZIP=-1.35, Synergy_Bliss=-2.88, Synergy_Loewe=-2.58, Synergy_HSA=-2.97. (5) Drug 1: CC=C1C(=O)NC(C(=O)OC2CC(=O)NC(C(=O)NC(CSSCCC=C2)C(=O)N1)C(C)C)C(C)C. Drug 2: CCCCC(=O)OCC(=O)C1(CC(C2=C(C1)C(=C3C(=C2O)C(=O)C4=C(C3=O)C=CC=C4OC)O)OC5CC(C(C(O5)C)O)NC(=O)C(F)(F)F)O. Cell line: NCIH23. Synergy scores: CSS=53.0, Synergy_ZIP=10.3, Synergy_Bliss=9.36, Synergy_Loewe=2.99, Synergy_HSA=10.3. (6) Drug 1: CC(C1=C(C=CC(=C1Cl)F)Cl)OC2=C(N=CC(=C2)C3=CN(N=C3)C4CCNCC4)N. Drug 2: COC1=CC(=CC(=C1O)OC)C2C3C(COC3=O)C(C4=CC5=C(C=C24)OCO5)OC6C(C(C7C(O6)COC(O7)C8=CC=CS8)O)O. Cell line: DU-145. Synergy scores: CSS=24.2, Synergy_ZIP=-2.00, Synergy_Bliss=-5.63, Synergy_Loewe=-17.1, Synergy_HSA=-6.02. (7) Drug 1: CCCS(=O)(=O)NC1=C(C(=C(C=C1)F)C(=O)C2=CNC3=C2C=C(C=N3)C4=CC=C(C=C4)Cl)F. Drug 2: C1=NC2=C(N1)C(=S)N=CN2. Cell line: EKVX. Synergy scores: CSS=-2.35, Synergy_ZIP=0.255, Synergy_Bliss=-2.18, Synergy_Loewe=-7.54, Synergy_HSA=-4.49.